From a dataset of Catalyst prediction with 721,799 reactions and 888 catalyst types from USPTO. Predict which catalyst facilitates the given reaction. (1) Reactant: [CH2:1]1[O:4][CH:2]1[CH3:3].C[Al](C)C.C1(C)C=CC=CC=1.[N:16]1([C:22]([O:24][CH2:25][C:26]2[CH:31]=[CH:30][CH:29]=[CH:28][CH:27]=2)=[O:23])[CH2:21][CH2:20][NH:19][CH2:18][CH2:17]1.[F-].[Na+].O. Product: [OH:4][CH:2]([CH3:3])[CH2:1][N:19]1[CH2:20][CH2:21][N:16]([C:22]([O:24][CH2:25][C:26]2[CH:31]=[CH:30][CH:29]=[CH:28][CH:27]=2)=[O:23])[CH2:17][CH2:18]1. The catalyst class is: 2. (2) Reactant: C([O:8][C:9]([N:11]1[CH2:16][CH2:15][CH:14]([C:17]2[CH:21]=[C:20]([C:22]3[CH:27]=[CH:26][C:25]([O:28][CH3:29])=[CH:24][CH:23]=3)[N:19]([C:30]3[CH:35]=[CH:34][C:33]([O:36]CC4C=CC=CC=4)=[CH:32][CH:31]=3)[N:18]=2)[CH2:13][CH2:12]1)=O)C1C=CC=CC=1.ClC(Cl)(OC(=O)OC(Cl)(Cl)Cl)Cl.C(N(CC)CC)C.Cl.[CH3:64][NH:65][OH:66].C(=O)([O-])[O-].[K+].[K+]. Product: [OH:36][C:33]1[CH:34]=[CH:35][C:30]([N:19]2[C:20]([C:22]3[CH:27]=[CH:26][C:25]([O:28][CH3:29])=[CH:24][CH:23]=3)=[CH:21][C:17]([CH:14]3[CH2:15][CH2:16][N:11]([C:9](=[O:8])[N:65]([OH:66])[CH3:64])[CH2:12][CH2:13]3)=[N:18]2)=[CH:31][CH:32]=1. The catalyst class is: 111. (3) The catalyst class is: 6. Product: [CH2:47]([O:46][P:45](/[CH:44]=[CH:1]/[C:3]1[C:4]([O:14][CH2:15][C:16]2[CH:41]=[CH:40][C:19]([O:20][CH2:21][C:22]3[N:23]=[C:24]([C:28]4[CH:29]=[CH:30][C:31]([CH2:34][C:35]([O:37][CH2:38][CH3:39])=[O:36])=[CH:32][CH:33]=4)[O:25][C:26]=3[CH3:27])=[C:18]([O:42][CH3:43])[CH:17]=2)=[N:5][N:6]([C:8]2[CH:9]=[CH:10][CH:11]=[CH:12][CH:13]=2)[CH:7]=1)([O:49][CH2:50][CH3:51])=[O:52])[CH3:48]. Reactant: [CH:1]([C:3]1[C:4]([O:14][CH2:15][C:16]2[CH:41]=[CH:40][C:19]([O:20][CH2:21][C:22]3[N:23]=[C:24]([C:28]4[CH:33]=[CH:32][C:31]([CH2:34][C:35]([O:37][CH2:38][CH3:39])=[O:36])=[CH:30][CH:29]=4)[O:25][C:26]=3[CH3:27])=[C:18]([O:42][CH3:43])[CH:17]=2)=[N:5][N:6]([C:8]2[CH:13]=[CH:12][CH:11]=[CH:10][CH:9]=2)[CH:7]=1)=O.[CH2:44](P(=O)(OCC)OCC)[P:45](=[O:52])([O:49][CH2:50][CH3:51])[O:46][CH2:47][CH3:48].CN(C)C=O.[H-].[Na+]. (4) Reactant: [O:1]1CCCO[CH:2]1[C:7]1[CH:12]=[CH:11][C:10]([C:13]2[S:14][C:15]3[C:20]([N:21]=2)=[CH:19][CH:18]=[C:17]([Cl:22])[N:16]=3)=[C:9]([F:23])[CH:8]=1. Product: [Cl:22][C:17]1[N:16]=[C:15]2[S:14][C:13]([C:10]3[CH:11]=[CH:12][C:7]([CH:2]=[O:1])=[CH:8][C:9]=3[F:23])=[N:21][C:20]2=[CH:19][CH:18]=1. The catalyst class is: 1. (5) Reactant: [Br-].[CH2:2]([Zn+])[CH2:3][CH2:4][CH3:5].Br[C:8]1[CH:9]=[C:10]([CH:13]=[C:14]([F:16])[CH:15]=1)[CH:11]=[O:12]. Product: [CH2:2]([C:8]1[CH:9]=[C:10]([CH:13]=[C:14]([F:16])[CH:15]=1)[CH:11]=[O:12])[CH2:3][CH2:4][CH3:5]. The catalyst class is: 7. (6) Reactant: Cl[C:2]1[C:3]2[CH:10]([CH3:11])[O:9][CH2:8][C:4]=2[N:5]=[CH:6][N:7]=1.[C:12]([O:16][C:17]([N:19]1[CH2:24][CH2:23][NH:22][C@@H:21]([CH3:25])[CH2:20]1)=[O:18])([CH3:15])([CH3:14])[CH3:13].CN1C(=O)CCC1. Product: [CH3:25][C@@H:21]1[N:22]([C:2]2[C:3]3[CH:10]([CH3:11])[O:9][CH2:8][C:4]=3[N:5]=[CH:6][N:7]=2)[CH2:23][CH2:24][N:19]([C:17]([O:16][C:12]([CH3:13])([CH3:15])[CH3:14])=[O:18])[CH2:20]1. The catalyst class is: 238. (7) Reactant: [CH2:1](Br)[C:2]1[CH:7]=[CH:6][CH:5]=[CH:4][CH:3]=1.[O:9]([C:16]1[CH:21]=[CH:20][CH:19]=[CH:18][C:17]=1[C:22]1[O:26][C:25]([SH:27])=[N:24][N:23]=1)[C:10]1[CH:15]=[CH:14][CH:13]=[CH:12][CH:11]=1.C(N(CC)CC)C.[OH-].[Na+]. Product: [CH2:1]([S:27][C:25]1[O:26][C:22]([C:17]2[CH:18]=[CH:19][CH:20]=[CH:21][C:16]=2[O:9][C:10]2[CH:15]=[CH:14][CH:13]=[CH:12][CH:11]=2)=[N:23][N:24]=1)[C:2]1[CH:7]=[CH:6][CH:5]=[CH:4][CH:3]=1. The catalyst class is: 97. (8) Reactant: [OH-].[Li+].C[O:4][C:5]([C:7]1[C:8]([CH3:19])=[N:9][O:10][C:11]=1[C:12]1[CH:17]=[CH:16][C:15]([Br:18])=[CH:14][CH:13]=1)=[O:6]. Product: [Br:18][C:15]1[CH:14]=[CH:13][C:12]([C:11]2[O:10][N:9]=[C:8]([CH3:19])[C:7]=2[C:5]([OH:6])=[O:4])=[CH:17][CH:16]=1. The catalyst class is: 24.